This data is from CYP2C19 inhibition data for predicting drug metabolism from PubChem BioAssay. The task is: Regression/Classification. Given a drug SMILES string, predict its absorption, distribution, metabolism, or excretion properties. Task type varies by dataset: regression for continuous measurements (e.g., permeability, clearance, half-life) or binary classification for categorical outcomes (e.g., BBB penetration, CYP inhibition). Dataset: cyp2c19_veith. (1) The compound is O=C(c1cnccn1)N1CCC[C@@]2(CCN(c3cccc(-c4ccccc4)c3)C2)C1. The result is 1 (inhibitor). (2) The drug is Cc1cc(C)c2c(-n3cccc3)nn(CC#N)c2n1. The result is 1 (inhibitor).